From a dataset of Forward reaction prediction with 1.9M reactions from USPTO patents (1976-2016). Predict the product of the given reaction. Given the reactants [OH:1][C:2]1[C:3](=[O:17])[NH:4][C:5](=[O:16])[N:6]([CH2:8][CH2:9][C:10]2[CH:15]=[CH:14][CH:13]=[CH:12][CH:11]=2)[N:7]=1.CO.C(O[CH2:24][CH3:25])(=O)C.[C:26](O)(=O)C, predict the reaction product. The product is: [OH:1][C:2]1[C:3](=[O:17])[NH:4][C:5](=[O:16])[N:6]([CH2:8][C:9]2[C:10]3[C:15](=[CH:14][CH:13]=[CH:12][CH:11]=3)[CH:25]=[CH:24][CH:26]=2)[N:7]=1.